This data is from Serine/threonine kinase 33 screen with 319,792 compounds. The task is: Binary Classification. Given a drug SMILES string, predict its activity (active/inactive) in a high-throughput screening assay against a specified biological target. (1) The result is 0 (inactive). The drug is O=c1n(c(=O)n(c2ncn(c12)CC(=O)Nc1c(cccc1)C)C)C. (2) The drug is S=C1N(CN(CN1)Cc1ccccc1)CC. The result is 0 (inactive). (3) The compound is OC1(CCCCC1)c1[nH]c2c(c1C)ccnc2. The result is 0 (inactive). (4) The compound is O1CCN(CC1)Cc1ccc(cc1)C(=O)NCCc1ccc(OC)cc1. The result is 0 (inactive).